This data is from Forward reaction prediction with 1.9M reactions from USPTO patents (1976-2016). The task is: Predict the product of the given reaction. (1) Given the reactants Br[C:2]1[CH:3]=[C:4]([CH:8]=[C:9]([C:11]([F:14])([F:13])[F:12])[CH:10]=1)[C:5]([OH:7])=[O:6].[CH3:15][N:16](C=O)C.O, predict the reaction product. The product is: [C:15]([C:2]1[CH:3]=[C:4]([CH:8]=[C:9]([C:11]([F:14])([F:13])[F:12])[CH:10]=1)[C:5]([OH:7])=[O:6])#[N:16]. (2) Given the reactants [C:1](#[N:4])[CH:2]=[CH2:3].[N+:5]([CH:8]([CH3:10])[CH3:9])([O-:7])=[O:6], predict the reaction product. The product is: [CH3:9][C:8]([N+:5]([O-:7])=[O:6])([CH3:10])[CH2:3][CH2:2][C:1]#[N:4].